Dataset: Full USPTO retrosynthesis dataset with 1.9M reactions from patents (1976-2016). Task: Predict the reactants needed to synthesize the given product. (1) Given the product [Cl:1][C:2]1[CH:7]=[C:6]([C:31]([OH:30])=[O:26])[C:5]([Cl:8])=[CH:4][N:3]=1, predict the reactants needed to synthesize it. The reactants are: [Cl:1][C:2]1[CH:7]=[CH:6][C:5]([Cl:8])=[CH:4][N:3]=1.C([Li])CCC.CN(C)CCN(C)CCN(C)C.[OH2:26].C1[CH2:31][O:30]CC1. (2) Given the product [CH:2]1([CH2:5][O:6][C:7]2[CH:12]=[CH:11][C:10]([CH3:13])=[CH:9][C:8]=2[C:14]2[C:15]3[NH:22][C:21]([CH3:23])=[C:20]([C:24]([NH:26][CH:27]4[CH2:28][CH2:29][N:30]([C:37](=[O:36])[CH2:38][OH:39])[CH2:31][CH2:32]4)=[O:25])[C:16]=3[N:17]=[CH:18][N:19]=2)[CH2:4][CH2:3]1, predict the reactants needed to synthesize it. The reactants are: Cl.[CH:2]1([CH2:5][O:6][C:7]2[CH:12]=[CH:11][C:10]([CH3:13])=[CH:9][C:8]=2[C:14]2[C:15]3[NH:22][C:21]([CH3:23])=[C:20]([C:24]([NH:26][CH:27]4[CH2:32][CH2:31][NH:30][CH2:29][CH2:28]4)=[O:25])[C:16]=3[N:17]=[CH:18][N:19]=2)[CH2:4][CH2:3]1.C([O:36][CH2:37][C:38](Cl)=[O:39])(=O)C. (3) Given the product [CH3:1][C:2]1[CH:21]=[CH:20][C:19]([C@H:22]2[C@H:27]([OH:28])[C@@H:26]([OH:29])[C@H:25]([OH:30])[C@@H:24]([S:31][CH3:32])[O:23]2)=[CH:18][C:3]=1[CH2:4][C:5]1[CH:6]=[CH:7][C:8]([O:9][CH2:10][CH2:11][CH2:12][C:13]([NH:33][C:34]2([C:39]([NH2:41])=[O:40])[CH2:38][CH2:37][CH2:36][CH2:35]2)=[O:14])=[CH:16][CH:17]=1, predict the reactants needed to synthesize it. The reactants are: [CH3:1][C:2]1[CH:21]=[CH:20][C:19]([C@H:22]2[C@H:27]([OH:28])[C@@H:26]([OH:29])[C@H:25]([OH:30])[C@@H:24]([S:31][CH3:32])[O:23]2)=[CH:18][C:3]=1[CH2:4][C:5]1[CH:17]=[CH:16][C:8]([O:9][CH2:10][CH2:11][CH2:12][C:13](O)=[O:14])=[CH:7][CH:6]=1.[NH2:33][C:34]1([C:39]([NH2:41])=[O:40])[CH2:38][CH2:37][CH2:36][CH2:35]1.CN(C(ON1N=NC2C=CC=NC1=2)=[N+](C)C)C.F[P-](F)(F)(F)(F)F.CCN(C(C)C)C(C)C. (4) Given the product [Br:18][C:5]1[CH:4]=[C:3]([CH2:2][NH:1][S:26]([C:23]2[CH:24]=[CH:25][C:20]([F:19])=[CH:21][CH:22]=2)(=[O:28])=[O:27])[CH:17]=[CH:16][C:6]=1[O:7][CH2:8][C:9]([O:11][C:12]([CH3:14])([CH3:15])[CH3:13])=[O:10], predict the reactants needed to synthesize it. The reactants are: [NH2:1][CH2:2][C:3]1[CH:17]=[CH:16][C:6]([O:7][CH2:8][C:9]([O:11][C:12]([CH3:15])([CH3:14])[CH3:13])=[O:10])=[C:5]([Br:18])[CH:4]=1.[F:19][C:20]1[CH:25]=[CH:24][C:23]([S:26](Cl)(=[O:28])=[O:27])=[CH:22][CH:21]=1.CCN(CC)CC. (5) Given the product [Br:26][C:27]1[CH:28]=[C:29]([CH:32]=[CH:33][CH:34]=1)[CH2:30][N:21]1[CH:22]=[C:17]([C:15]2[O:14][N:13]=[C:12]([C:9]3[CH:10]=[CH:11][C:6]([C:3]([CH3:5])([CH3:4])[C:2]([F:1])([F:24])[F:25])=[CH:7][CH:8]=3)[N:16]=2)[CH:18]=[CH:19][C:20]1=[O:23], predict the reactants needed to synthesize it. The reactants are: [F:1][C:2]([F:25])([F:24])[C:3]([C:6]1[CH:11]=[CH:10][C:9]([C:12]2[N:16]=[C:15]([C:17]3[CH:18]=[CH:19][C:20](=[O:23])[NH:21][CH:22]=3)[O:14][N:13]=2)=[CH:8][CH:7]=1)([CH3:5])[CH3:4].[Br:26][C:27]1[CH:28]=[C:29]([CH:32]=[CH:33][CH:34]=1)[CH2:30]Br.